The task is: Predict which catalyst facilitates the given reaction.. This data is from Catalyst prediction with 721,799 reactions and 888 catalyst types from USPTO. (1) Reactant: [F:1][C:2]([F:9])([F:8])[C:3]([O:5]CC)=O.[C:10]([O:14][C:15]([N:17]1[CH2:22][C@H:21]2[C@H:19]([CH2:20]2)[C@H:18]1[CH2:23][NH2:24])=[O:16])([CH3:13])([CH3:12])[CH3:11]. Product: [C:10]([O:14][C:15]([N:17]1[CH2:22][C@H:21]2[C@H:19]([CH2:20]2)[C@H:18]1[CH2:23][NH:24][C:3](=[O:5])[C:2]([F:1])([F:8])[F:9])=[O:16])([CH3:13])([CH3:12])[CH3:11]. The catalyst class is: 1. (2) Reactant: [O:1]1[CH2:6][CH2:5][CH2:4][C:3](=[O:7])[CH2:2]1.[Li]CCCC.[C:13]([Si:15]([CH3:18])([CH3:17])[CH3:16])#[CH:14]. Product: [CH3:16][Si:15]([C:13]#[C:14][C:3]1([OH:7])[CH2:4][CH2:5][CH2:6][O:1][CH2:2]1)([CH3:18])[CH3:17]. The catalyst class is: 1. (3) Reactant: [C:1]([N:4]1[C:13]2[C:8](=[CH:9][C:10]([C:14]3[CH:15]=[N:16][N:17]([CH2:19][CH2:20][N:21](C)[C:22](=[O:28])[O:23]C(C)(C)C)[CH:18]=3)=[CH:11][CH:12]=2)[C@H:7]([NH:30][C:31]2[CH:36]=[CH:35][CH:34]=[CH:33][N:32]=2)[CH2:6][C@@H:5]1[CH3:37])(=[O:3])[CH3:2].FC(F)(F)C(O)=O. Product: [CH:22]([OH:28])=[O:23].[C:1]([N:4]1[C:13]2[C:8](=[CH:9][C:10]([C:14]3[CH:15]=[N:16][N:17]([CH2:19][CH2:20][NH:21][CH3:22])[CH:18]=3)=[CH:11][CH:12]=2)[C@H:7]([NH:30][C:31]2[CH:36]=[CH:35][CH:34]=[CH:33][N:32]=2)[CH2:6][C@@H:5]1[CH3:37])(=[O:3])[CH3:2]. The catalyst class is: 4. (4) Reactant: [Cl:1][C:2]1[S:6][C:5]([C:7]([OH:9])=O)=[CH:4][C:3]=1C.C(N(C(C)C)CC)(C)C.C1CN([P+]([Br:36])(N2CCCC2)N2CCCC2)CC1.F[P-](F)(F)(F)(F)F.[NH2:44][CH:45]([CH2:55][C:56]1[CH:61]=[CH:60][CH:59]=[CH:58][CH:57]=1)[CH2:46][NH:47][C:48](=[O:54])[O:49][C:50]([CH3:53])([CH3:52])[CH3:51]. Product: [Br:36][C:3]1[CH:4]=[C:5]([C:7]([NH:44][CH:45]([CH2:55][C:56]2[CH:57]=[CH:58][CH:59]=[CH:60][CH:61]=2)[CH2:46][NH:47][C:48](=[O:54])[O:49][C:50]([CH3:53])([CH3:51])[CH3:52])=[O:9])[S:6][C:2]=1[Cl:1]. The catalyst class is: 2. (5) The catalyst class is: 622. Product: [F:20][C:17]([CH3:19])([CH3:18])[CH2:16][N:13]1[CH2:14][CH2:15][CH:10]([CH2:9][O:8][C:5]2[CH:6]=[CH:7][C:2]([C:28]3[CH:29]=[CH:30][C:25]([C:23]([O:22][CH3:21])=[O:24])=[CH:26][CH:27]=3)=[N:3][CH:4]=2)[CH2:11][CH2:12]1. Reactant: Cl[C:2]1[CH:7]=[CH:6][C:5]([O:8][CH2:9][CH:10]2[CH2:15][CH2:14][N:13]([CH2:16][C:17]([F:20])([CH3:19])[CH3:18])[CH2:12][CH2:11]2)=[CH:4][N:3]=1.[CH3:21][O:22][C:23]([C:25]1[CH:30]=[CH:29][C:28](B(O)O)=[CH:27][CH:26]=1)=[O:24].C([O-])([O-])=O.[Na+].[Na+]. (6) Reactant: [CH:1]([C:4]1[N:5]=[C:6]([C:11]2[CH:16]=[CH:15][C:14]([C:17]([F:20])([F:19])[F:18])=[CH:13][CH:12]=2)[S:7][C:8]=1[CH2:9]O)([CH3:3])[CH3:2].O=S(Cl)[Cl:23]. Product: [Cl:23][CH2:9][C:8]1[S:7][C:6]([C:11]2[CH:16]=[CH:15][C:14]([C:17]([F:20])([F:19])[F:18])=[CH:13][CH:12]=2)=[N:5][C:4]=1[CH:1]([CH3:3])[CH3:2]. The catalyst class is: 161. (7) Reactant: [CH2:1]([O:3][P:4]([C:9]1[C:10](=[O:23])[NH:11][C:12]2[C:17]([CH:18]=1)=[CH:16][C:15]([N+:19]([O-])=O)=[C:14]([Cl:22])[CH:13]=2)(=[O:8])[O:5][CH2:6][CH3:7])[CH3:2].[Cl-].[NH4+]. Product: [CH2:1]([O:3][P:4]([C:9]1[C:10](=[O:23])[NH:11][C:12]2[C:17]([CH:18]=1)=[CH:16][C:15]([NH2:19])=[C:14]([Cl:22])[CH:13]=2)(=[O:8])[O:5][CH2:6][CH3:7])[CH3:2]. The catalyst class is: 406.